From a dataset of Reaction yield outcomes from USPTO patents with 853,638 reactions. Predict the reaction yield, written as a fraction of the theoretical maximum amount of product (1.0 means a 100% yield; for example, 0.34 means a 34% yield). (1) The reactants are O1CCCC1.[F:6][C:7]1[CH:8]=[C:9]([CH:22]=[CH:23][CH:24]=1)[O:10][C:11]1[CH:16]=[CH:15][C:14]([CH2:17][C:18](Cl)=[N:19][OH:20])=[CH:13][CH:12]=1.[C:25]([C:27]1[C:28]([NH2:34])=[N:29][C:30]([NH2:33])=[CH:31][CH:32]=1)#[CH:26].C(N(CC)CC)C. The catalyst is O. The product is [F:6][C:7]1[CH:8]=[C:9]([CH:22]=[CH:23][CH:24]=1)[O:10][C:11]1[CH:16]=[CH:15][C:14]([CH2:17][C:18]2[CH:26]=[C:25]([C:27]3[C:28]([NH2:34])=[N:29][C:30]([NH2:33])=[CH:31][CH:32]=3)[O:20][N:19]=2)=[CH:13][CH:12]=1. The yield is 0.342. (2) The reactants are [CH2:1]([S:8][CH:9]([CH:38]=O)[CH2:10][NH:11][C:12]([C:14]1[NH:15][C:16]2[C:21]([CH:22]=1)=[CH:20][C:19]([O:23][C:24]([F:27])([F:26])[F:25])=[CH:18][C:17]=2[N:28]([CH3:37])[S:29]([C:32]1[S:33][CH:34]=[CH:35][CH:36]=1)(=[O:31])=[O:30])=[O:13])[C:2]1[CH:7]=[CH:6][CH:5]=[CH:4][CH:3]=1.ClCCCl.[NH:44]1[CH2:49][CH2:48][O:47][CH2:46][CH2:45]1.C(O[BH-](OC(=O)C)OC(=O)C)(=O)C.[Na+]. The catalyst is O. The product is [CH2:1]([S:8][CH:9]([CH2:38][N:44]1[CH2:49][CH2:48][O:47][CH2:46][CH2:45]1)[CH2:10][NH:11][C:12]([C:14]1[NH:15][C:16]2[C:21]([CH:22]=1)=[CH:20][C:19]([O:23][C:24]([F:27])([F:26])[F:25])=[CH:18][C:17]=2[N:28]([CH3:37])[S:29]([C:32]1[S:33][CH:34]=[CH:35][CH:36]=1)(=[O:31])=[O:30])=[O:13])[C:2]1[CH:7]=[CH:6][CH:5]=[CH:4][CH:3]=1. The yield is 0.630.